This data is from Catalyst prediction with 721,799 reactions and 888 catalyst types from USPTO. The task is: Predict which catalyst facilitates the given reaction. (1) Reactant: [CH3:1][O:2][C:3]1[CH:4]=[C:5]([CH:22]=[C:23]([O:25][CH3:26])[CH:24]=1)[C:6]1[O:7][C:8]2[C:13]([C:14](=[O:16])[CH:15]=1)=[CH:12][CH:11]=[C:10]([O:17][CH2:18][CH:19]1[O:21][CH2:20]1)[CH:9]=2.[C:27]1([N:33]2[CH2:38][CH2:37][NH:36][CH2:35][CH2:34]2)[CH:32]=[CH:31][CH:30]=[CH:29][CH:28]=1. Product: [CH3:1][O:2][C:3]1[CH:4]=[C:5]([CH:22]=[C:23]([O:25][CH3:26])[CH:24]=1)[C:6]1[O:7][C:8]2[C:13]([C:14](=[O:16])[CH:15]=1)=[CH:12][CH:11]=[C:10]([O:17][CH2:18][CH:19]([OH:21])[CH2:20][N:36]1[CH2:37][CH2:38][N:33]([C:27]3[CH:32]=[CH:31][CH:30]=[CH:29][CH:28]=3)[CH2:34][CH2:35]1)[CH:9]=2. The catalyst class is: 5. (2) Reactant: [CH3:1][N:2](C)[CH:3]=[C:4]([C:10](=[O:19])[C:11]1[CH:16]=[C:15]([I:17])[CH:14]=[CH:13][C:12]=1F)[C:5]([O:7][CH2:8][CH3:9])=[O:6].CN. Product: [I:17][C:15]1[CH:16]=[C:11]2[C:12](=[CH:13][CH:14]=1)[N:2]([CH3:1])[CH:3]=[C:4]([C:5]([O:7][CH2:8][CH3:9])=[O:6])[C:10]2=[O:19]. The catalyst class is: 8. (3) Reactant: [OH:1][C:2]1[CH:3]=[C:4]([CH:7]=[CH:8][C:9]=1[O:10][CH3:11])[CH:5]=[O:6].Br[CH2:13][C:14]1[CH:19]=[CH:18][CH:17]=[CH:16][CH:15]=1.C([O-])([O-])=O.[K+].[K+]. Product: [CH2:13]([O:1][C:2]1[CH:3]=[C:4]([CH:7]=[CH:8][C:9]=1[O:10][CH3:11])[CH:5]=[O:6])[C:14]1[CH:19]=[CH:18][CH:17]=[CH:16][CH:15]=1. The catalyst class is: 21. (4) Reactant: [CH2:1]([O:8][C:9]1[C:17]([O:18][CH3:19])=[CH:16][CH:15]=[C:14]([N+:20]([O-])=O)[C:10]=1[C:11]([OH:13])=[O:12])[C:2]1[CH:7]=[CH:6][CH:5]=[CH:4][CH:3]=1.[OH-].[NH4+]. Product: [NH2:20][C:14]1[C:10]([C:11]([OH:13])=[O:12])=[C:9]([O:8][CH2:1][C:2]2[CH:3]=[CH:4][CH:5]=[CH:6][CH:7]=2)[C:17]([O:18][CH3:19])=[CH:16][CH:15]=1. The catalyst class is: 6.